This data is from Forward reaction prediction with 1.9M reactions from USPTO patents (1976-2016). The task is: Predict the product of the given reaction. (1) Given the reactants [OH:1][C:2]1[CH:7]=[CH:6][CH:5]=[CH:4][C:3]=1[C:8](=[O:17])[CH2:9][C:10]([O:12][C:13]([CH3:16])([CH3:15])[CH3:14])=[O:11].[Cl:18][C:19]1[CH:26]=[CH:25][CH:24]=[CH:23][C:20]=1[CH:21]=O.N1CCCCC1.C(O)(=O)C, predict the reaction product. The product is: [Cl:18][C:19]1[CH:26]=[CH:25][CH:24]=[CH:23][C:20]=1/[CH:21]=[C:9](\[C:8]([C:3]1[CH:4]=[CH:5][CH:6]=[CH:7][C:2]=1[OH:1])=[O:17])/[C:10]([O:12][C:13]([CH3:14])([CH3:16])[CH3:15])=[O:11]. (2) Given the reactants [F:1][CH:2]1[CH2:7][N:6]([C:8]([O:10]C(C)(C)C)=O)[CH2:5][C:4]([CH3:16])([CH3:15])[CH:3]1[OH:17].F[C:19]1[CH:26]=[CH:25][C:24]([C:27]2[N:32]=[C:31]([NH:33][C:34]3[CH:39]=[CH:38][C:37]([N:40]4[CH2:45][CH2:44][N:43]([CH:46]5[CH2:49][O:48][CH2:47]5)[CH2:42][CH2:41]4)=[CH:36][CH:35]=3)[N:30]=[CH:29][N:28]=2)=[CH:23][C:20]=1[C:21]#[N:22].[OH:50][C@@H:51](C)[C:52](O)=O, predict the reaction product. The product is: [F:1][CH:2]1[CH2:7][N:6]([C:8](=[O:10])[C@@H:51]([OH:50])[CH3:52])[CH2:5][C:4]([CH3:15])([CH3:16])[CH:3]1[O:17][C:19]1[CH:26]=[CH:25][C:24]([C:27]2[N:32]=[C:31]([NH:33][C:34]3[CH:39]=[CH:38][C:37]([N:40]4[CH2:45][CH2:44][N:43]([CH:46]5[CH2:49][O:48][CH2:47]5)[CH2:42][CH2:41]4)=[CH:36][CH:35]=3)[N:30]=[CH:29][N:28]=2)=[CH:23][C:20]=1[C:21]#[N:22]. (3) Given the reactants Cl.[CH3:2][O:3][N:4]1[CH2:10][CH2:9][NH:8][NH:7][CH2:6][CH2:5]1.C(N(CC)CC)C.ClC([C:21]1([CH:30]=[C:31]=[O:32])[C:26]([CH3:27])=[CH:25][C:24]([CH3:28])=[CH:23][CH:22]1[CH3:29])=O.[OH-].[Na+].[CH2:35]([O:37]CC)C, predict the reaction product. The product is: [CH3:2][O:3][N:4]1[CH2:10][CH2:9][N:8]2[C:35](=[O:37])[CH:30]([C:21]3[C:22]([CH3:29])=[CH:23][C:24]([CH3:28])=[CH:25][C:26]=3[CH3:27])[C:31](=[O:32])[N:7]2[CH2:6][CH2:5]1. (4) Given the reactants [O:1]=[C:2]1[N:6]([CH:7]([CH2:11][C:12]2[CH:17]=[CH:16][CH:15]=[CH:14][CH:13]=2)[C:8]([OH:10])=[O:9])[C:5](=[S:18])[NH:4][CH2:3]1.[Br:19][C:20]1[CH:25]=[CH:24][C:23]([C:26]2S[C:29]([CH:31]=O)=[CH:28][CH:27]=2)=[CH:22][C:21]=1[Cl:33].NCCC(O)=[O:38].CO.C(Cl)Cl, predict the reaction product. The product is: [Br:19][C:20]1[CH:25]=[CH:24][C:23]([C:26]2[O:38][C:29](/[CH:31]=[C:3]3/[NH:4][C:5](=[S:18])[N:6]([CH:7]([CH2:11][C:12]4[CH:17]=[CH:16][CH:15]=[CH:14][CH:13]=4)[C:8]([OH:10])=[O:9])[C:2]/3=[O:1])=[CH:28][CH:27]=2)=[CH:22][C:21]=1[Cl:33].